From a dataset of Reaction yield outcomes from USPTO patents with 853,638 reactions. Predict the reaction yield, written as a fraction of the theoretical maximum amount of product (1.0 means a 100% yield; for example, 0.34 means a 34% yield). (1) The reactants are [CH3:1][O:2][C:3]1[CH:4]=[C:5]([CH:9]=[CH:10][C:11]=1[O:12][CH3:13])[C:6](Cl)=[O:7].[NH2:14][C:15]1[CH:20]=[CH:19][C:18]([C:21]([CH3:25])([CH3:24])[C:22]#[N:23])=[C:17]([C:26]([F:29])([F:28])[F:27])[CH:16]=1.C(N(CC)CC)C. The catalyst is C(Cl)Cl. The product is [C:22]([C:21]([CH3:25])([CH3:24])[C:18]1[CH:19]=[CH:20][C:15]([NH:14][C:6](=[O:7])[C:5]2[CH:9]=[CH:10][C:11]([O:12][CH3:13])=[C:3]([O:2][CH3:1])[CH:4]=2)=[CH:16][C:17]=1[C:26]([F:27])([F:29])[F:28])#[N:23]. The yield is 0.0300. (2) The reactants are [CH3:1][C@:2]12[C@@:19]3([CH3:20])[C@@H:10]([C@:11]4([CH3:32])[C@@H:16]([CH2:17][CH2:18]3)[C:15]([CH3:22])([CH3:21])[C:14]([C:23]3[CH:31]=[CH:30][C:26]([C:27]([OH:29])=[O:28])=[CH:25][CH:24]=3)=[CH:13][CH2:12]4)[CH2:9][CH2:8][C@@H:7]1[C@H:6]1[C@H:33]([C:36]([CH3:38])=[CH2:37])[CH2:34][CH2:35][C@:5]1([NH:39][CH2:40][CH2:41][NH:42]C1N=NC(C)=CC=1)[CH2:4][CH2:3]2.Br[C:51]1[N:56]=[CH:55][CH:54]=[CH:53][N:52]=1.C(O)(C(F)(F)F)=O. No catalyst specified. The product is [CH3:1][C@:2]12[C@@:19]3([CH3:20])[C@@H:10]([C@:11]4([CH3:32])[C@@H:16]([CH2:17][CH2:18]3)[C:15]([CH3:21])([CH3:22])[C:14]([C:23]3[CH:31]=[CH:30][C:26]([C:27]([OH:29])=[O:28])=[CH:25][CH:24]=3)=[CH:13][CH2:12]4)[CH2:9][CH2:8][C@@H:7]1[C@H:6]1[C@H:33]([C:36]([CH3:38])=[CH2:37])[CH2:34][CH2:35][C@:5]1([NH:39][CH2:40][CH2:41][NH:42][C:51]1[N:56]=[CH:55][CH:54]=[CH:53][N:52]=1)[CH2:4][CH2:3]2. The yield is 0.0820. (3) The reactants are [CH3:1][C:2]1[C:6]([CH2:7][N:8]2[CH:12]=[C:11]([NH:13][CH2:14][C:15]3[CH:22]=[CH:21][CH:20]=[CH:19][C:16]=3[C:17]#N)[CH:10]=[N:9]2)=[C:5]([CH3:23])[O:4][N:3]=1.Cl.C[OH:26]. No catalyst specified. The product is [CH3:1][C:2]1[C:6]([CH2:7][N:8]2[CH:12]=[C:11]([N:13]3[CH2:14][C:15]4[C:16](=[CH:19][CH:20]=[CH:21][CH:22]=4)[C:17]3=[O:26])[CH:10]=[N:9]2)=[C:5]([CH3:23])[O:4][N:3]=1. The yield is 0.500. (4) The reactants are [S:1]1[CH:5]=[CH:4][CH:3]=[C:2]1[C:6]1[O:10][N:9]=[C:8]([C:11]([O:13]CC)=O)[CH:7]=1.[CH:16]1([NH2:19])[CH2:18][CH2:17]1.O. The catalyst is C(O)C. The product is [CH:16]1([NH:19][C:11]([C:8]2[CH:7]=[C:6]([C:2]3[S:1][CH:5]=[CH:4][CH:3]=3)[O:10][N:9]=2)=[O:13])[CH2:18][CH2:17]1. The yield is 0.640. (5) The catalyst is CO. The product is [CH2:1]([C:3]1[O:7][C:6]([C:8]([O:10][CH3:11])=[O:9])=[CH:5][CH:4]=1)[CH3:2]. The yield is 0.840. The reactants are [CH:1]([C:3]1[O:7][C:6]([C:8]([O:10][CH3:11])=[O:9])=[CH:5][CH:4]=1)=[CH2:2]. (6) The reactants are Br[C:2]1[C:10]2[C:5](=[CH:6][CH:7]=[C:8]([C:11]#[N:12])[CH:9]=2)[N:4](C2CCCCO2)[N:3]=1.[CH3:19][O:20][C:21]1[CH:22]=[C:23]2[C:28](=[CH:29][CH:30]=1)[CH:27]=[C:26](B(O)O)[CH:25]=[CH:24]2.ClCCl.P([O-])([O-])([O-])=O.[K+].[K+].[K+].Cl. The catalyst is COCCOC.CO. The product is [CH3:19][O:20][C:21]1[CH:22]=[C:23]2[C:28](=[CH:29][CH:30]=1)[CH:27]=[C:26]([C:2]1[C:10]3[C:5](=[CH:6][CH:7]=[C:8]([C:11]#[N:12])[CH:9]=3)[NH:4][N:3]=1)[CH:25]=[CH:24]2. The yield is 0.470. (7) The catalyst is C1COCC1. The reactants are [NH2:1][CH:2]1[CH2:7][CH2:6][N:5]([C:8]([O:10][CH2:11][CH3:12])=[O:9])[CH2:4][CH2:3]1.C([N:15]([CH2:18]C)CC)C.C(Cl)(Cl)=[S:21].[OH-].[NH4+]. The product is [NH:1]([CH:2]1[CH2:3][CH2:4][N:5]([C:8]([O:10][CH2:11][CH3:12])=[O:9])[CH2:6][CH2:7]1)[C:18]([NH2:15])=[S:21]. The yield is 0.720. (8) The reactants are Cl[C:2]1[CH:3]=[C:4]([NH:11][C:12]2[CH:17]=[CH:16][C:15]([O:18][CH3:19])=[C:14]([O:20][CH3:21])[N:13]=2)[C:5]2[N:6]([CH:8]=[CH:9][N:10]=2)[N:7]=1.[NH:22]1[CH2:27][CH2:26][CH2:25][CH:24]([C:28]([O:30]C)=[O:29])[CH2:23]1. No catalyst specified. The product is [CH3:19][O:18][C:15]1[CH:16]=[CH:17][C:12]([NH:11][C:4]2[C:5]3[N:6]([CH:8]=[CH:9][N:10]=3)[N:7]=[C:2]([N:22]3[CH2:27][CH2:26][CH2:25][CH:24]([C:28]([OH:30])=[O:29])[CH2:23]3)[CH:3]=2)=[N:13][C:14]=1[O:20][CH3:21]. The yield is 0.150. (9) The reactants are [NH2:1][C:2]1[N:7]=[CH:6][N:5]=[C:4]2[N:8]([C@@H:12]3[CH2:17][CH2:16][CH2:15][N:14]([C:18]([O:20][C:21]([CH3:24])([CH3:23])[CH3:22])=[O:19])[CH2:13]3)[N:9]=[C:10](I)[C:3]=12.[F:25][C:26]1[C:47]([F:48])=[CH:46][CH:45]=[CH:44][C:27]=1[O:28][C:29]1[CH:34]=[CH:33][C:32](B2OC(C)(C)C(C)(C)O2)=[CH:31][CH:30]=1.C(=O)([O-])[O-].[Na+].[Na+]. The catalyst is O1CCOCC1.O.C1C=CC([P]([Pd]([P](C2C=CC=CC=2)(C2C=CC=CC=2)C2C=CC=CC=2)([P](C2C=CC=CC=2)(C2C=CC=CC=2)C2C=CC=CC=2)[P](C2C=CC=CC=2)(C2C=CC=CC=2)C2C=CC=CC=2)(C2C=CC=CC=2)C2C=CC=CC=2)=CC=1. The product is [NH2:1][C:2]1[N:7]=[CH:6][N:5]=[C:4]2[N:8]([C@@H:12]3[CH2:17][CH2:16][CH2:15][N:14]([C:18]([O:20][C:21]([CH3:24])([CH3:23])[CH3:22])=[O:19])[CH2:13]3)[N:9]=[C:10]([C:32]3[CH:31]=[CH:30][C:29]([O:28][C:27]4[CH:44]=[CH:45][CH:46]=[C:47]([F:48])[C:26]=4[F:25])=[CH:34][CH:33]=3)[C:3]=12. The yield is 0.820.